The task is: Regression. Given a peptide amino acid sequence and an MHC pseudo amino acid sequence, predict their binding affinity value. This is MHC class I binding data.. This data is from Peptide-MHC class I binding affinity with 185,985 pairs from IEDB/IMGT. (1) The peptide sequence is YMRERLSDF. The MHC is BoLA-JSP.1 with pseudo-sequence BoLA-JSP.1. The binding affinity (normalized) is 0.601. (2) The peptide sequence is NTLIQYRQQL. The MHC is HLA-A68:02 with pseudo-sequence HLA-A68:02. The binding affinity (normalized) is 0.374. (3) The peptide sequence is SKEGKAGY. The MHC is Mamu-B17 with pseudo-sequence Mamu-B17. The binding affinity (normalized) is 0. (4) The peptide sequence is ITDYIVGYY. The MHC is HLA-B15:01 with pseudo-sequence HLA-B15:01. The binding affinity (normalized) is 0.281. (5) The peptide sequence is SINNQLMYDI. The MHC is HLA-A02:03 with pseudo-sequence HLA-A02:03. The binding affinity (normalized) is 0.429. (6) The peptide sequence is ETFPNVHEHI. The MHC is HLA-A68:02 with pseudo-sequence HLA-A68:02. The binding affinity (normalized) is 1.00. (7) The peptide sequence is SDYLELDTI. The MHC is HLA-A33:01 with pseudo-sequence HLA-A33:01. The binding affinity (normalized) is 0.